Dataset: Catalyst prediction with 721,799 reactions and 888 catalyst types from USPTO. Task: Predict which catalyst facilitates the given reaction. Reactant: [ClH:1].[N:2]1[CH:7]=[CH:6][CH:5]=[CH:4][C:3]=1[C:8]([NH2:10])=[NH:9].C1CCN2C(=NCCC2)CC1.[Cl:22][CH2:23][C:24](=O)[CH2:25][C:26]([O:28]C)=O. The catalyst class is: 5. Product: [Cl:22][CH2:23][C:24]1[N:10]=[C:8]([C:3]2[CH:4]=[C:5]([Cl:1])[CH:6]=[CH:7][N:2]=2)[N:9]=[C:26]([OH:28])[CH:25]=1.